From a dataset of Forward reaction prediction with 1.9M reactions from USPTO patents (1976-2016). Predict the product of the given reaction. (1) Given the reactants [O:1]=[C:2]1[CH2:11][CH2:10][C:9]2[C:4](=[CH:5][CH:6]=[C:7](B(O)O)[CH:8]=2)[NH:3]1.FC(F)(F)S(O[C:21]1[CH2:26][CH2:25][CH:24]([C:27]([F:30])([F:29])[F:28])[CH2:23][CH:22]=1)(=O)=O.C(OCC)(=O)C, predict the reaction product. The product is: [F:28][C:27]([F:30])([F:29])[CH:24]1[CH2:25][CH2:26][C:21]([C:7]2[CH:8]=[C:9]3[C:4](=[CH:5][CH:6]=2)[NH:3][C:2](=[O:1])[CH2:11][CH2:10]3)=[CH:22][CH2:23]1. (2) Given the reactants [Br:1][C:2]1[C:7]([NH2:8])=[CH:6][N:5]=[CH:4][N:3]=1.CC(C)([O-])C.[Na+].I[CH2:16][CH2:17][CH2:18][CH3:19].O, predict the reaction product. The product is: [Br:1][C:2]1[C:7]([NH:8][CH2:16][CH2:17][CH2:18][CH3:19])=[CH:6][N:5]=[CH:4][N:3]=1. (3) Given the reactants [CH3:1][S:2][C:3]1[CH:8]=[CH:7][C:6]([CH2:9][SH:10](=S)=S)=[CH:5][CH:4]=1.[CH:13]1([Mg]Br)[CH2:15][CH2:14]1, predict the reaction product. The product is: [CH:13]1([S:10][CH2:9][C:6]2[CH:7]=[CH:8][C:3]([S:2][CH3:1])=[CH:4][CH:5]=2)[CH2:15][CH2:14]1. (4) Given the reactants [CH3:1][N:2]1[C:11](=[O:12])[CH2:10][C:9]2[C:4](=[CH:5][CH:6]=[CH:7][CH:8]=2)[C:3]1=[O:13].C[C:15]([O:17][C:18](C)=O)=O.C(OC)(OC)OC, predict the reaction product. The product is: [CH3:1][N:2]1[C:11](=[O:12])/[C:10](=[CH:15]/[O:17][CH3:18])/[C:9]2[C:4](=[CH:5][CH:6]=[CH:7][CH:8]=2)[C:3]1=[O:13].